Dataset: Reaction yield outcomes from USPTO patents with 853,638 reactions. Task: Predict the reaction yield, written as a fraction of the theoretical maximum amount of product (1.0 means a 100% yield; for example, 0.34 means a 34% yield). The reactants are Cl.[CH:2]1([C:5]2[N:6]=[CH:7][C:8]([O:11][C@H:12]3[CH2:22][N:15]4[C:16](=[O:21])[CH2:17][CH2:18][NH:19][CH2:20][C@H:14]4[CH2:13]3)=[N:9][CH:10]=2)[CH2:4][CH2:3]1.C(N(CC)CC)C.[F:30][C:31]([F:43])([F:42])[C:32]1[CH:37]=[CH:36][C:35]([S:38](Cl)(=[O:40])=[O:39])=[CH:34][CH:33]=1.C(OCC)(=O)C. The catalyst is ClCCl. The product is [CH:2]1([C:5]2[N:6]=[CH:7][C:8]([O:11][C@H:12]3[CH2:22][N:15]4[C:16](=[O:21])[CH2:17][CH2:18][N:19]([S:38]([C:35]5[CH:34]=[CH:33][C:32]([C:31]([F:30])([F:42])[F:43])=[CH:37][CH:36]=5)(=[O:40])=[O:39])[CH2:20][C@H:14]4[CH2:13]3)=[N:9][CH:10]=2)[CH2:4][CH2:3]1. The yield is 0.620.